Dataset: Full USPTO retrosynthesis dataset with 1.9M reactions from patents (1976-2016). Task: Predict the reactants needed to synthesize the given product. Given the product [F:1][C:2]1[CH:9]=[C:8]([CH2:10][CH2:11][N:27]2[CH2:28][CH2:29][N:24]([CH2:23][CH2:22][C:19]3[CH:18]=[CH:17][C:16]([N+:13]([O-:15])=[O:14])=[CH:21][CH:20]=3)[CH2:25][CH2:26]2)[CH:7]=[CH:6][C:3]=1[C:4]#[N:5], predict the reactants needed to synthesize it. The reactants are: [F:1][C:2]1[CH:9]=[C:8]([CH2:10][CH:11]=O)[CH:7]=[CH:6][C:3]=1[C:4]#[N:5].[N+:13]([C:16]1[CH:21]=[CH:20][C:19]([CH2:22][CH2:23][N:24]2[CH2:29][CH2:28][NH:27][CH2:26][CH2:25]2)=[CH:18][CH:17]=1)([O-:15])=[O:14].[BH-](OC(C)=O)(OC(C)=O)OC(C)=O.[Na+].